From a dataset of NCI-60 drug combinations with 297,098 pairs across 59 cell lines. Regression. Given two drug SMILES strings and cell line genomic features, predict the synergy score measuring deviation from expected non-interaction effect. (1) Drug 1: C1CC(C1)(C(=O)O)C(=O)O.[NH2-].[NH2-].[Pt+2]. Drug 2: B(C(CC(C)C)NC(=O)C(CC1=CC=CC=C1)NC(=O)C2=NC=CN=C2)(O)O. Cell line: TK-10. Synergy scores: CSS=28.0, Synergy_ZIP=-2.27, Synergy_Bliss=-3.43, Synergy_Loewe=-0.936, Synergy_HSA=-0.928. (2) Drug 1: CC1=C(C=C(C=C1)NC2=NC=CC(=N2)N(C)C3=CC4=NN(C(=C4C=C3)C)C)S(=O)(=O)N.Cl. Drug 2: CC(C)NC(=O)C1=CC=C(C=C1)CNNC.Cl. Cell line: CCRF-CEM. Synergy scores: CSS=-2.02, Synergy_ZIP=1.05, Synergy_Bliss=2.75, Synergy_Loewe=-5.09, Synergy_HSA=-4.45. (3) Drug 1: COC1=CC(=CC(=C1O)OC)C2C3C(COC3=O)C(C4=CC5=C(C=C24)OCO5)OC6C(C(C7C(O6)COC(O7)C8=CC=CS8)O)O. Synergy scores: CSS=26.1, Synergy_ZIP=-3.91, Synergy_Bliss=3.58, Synergy_Loewe=-51.5, Synergy_HSA=-3.12. Drug 2: CC(C)NC(=O)C1=CC=C(C=C1)CNNC.Cl. Cell line: MALME-3M. (4) Drug 1: C1=CC(=C2C(=C1NCCNCCO)C(=O)C3=C(C=CC(=C3C2=O)O)O)NCCNCCO. Drug 2: CN(CC1=CN=C2C(=N1)C(=NC(=N2)N)N)C3=CC=C(C=C3)C(=O)NC(CCC(=O)O)C(=O)O. Cell line: PC-3. Synergy scores: CSS=39.1, Synergy_ZIP=-8.84, Synergy_Bliss=-12.6, Synergy_Loewe=-8.51, Synergy_HSA=-6.31. (5) Drug 1: C1CC(=O)NC(=O)C1N2C(=O)C3=CC=CC=C3C2=O. Drug 2: COCCOC1=C(C=C2C(=C1)C(=NC=N2)NC3=CC=CC(=C3)C#C)OCCOC.Cl. Cell line: SNB-19. Synergy scores: CSS=0.532, Synergy_ZIP=-0.958, Synergy_Bliss=-2.22, Synergy_Loewe=-7.70, Synergy_HSA=-5.58.